From a dataset of Full USPTO retrosynthesis dataset with 1.9M reactions from patents (1976-2016). Predict the reactants needed to synthesize the given product. Given the product [Br:25][C:22]1[CH:23]=[CH:24][C:19]([C:2]2[C:15]3[C:10]([C:9]4[CH:8]=[CH:7][CH:6]=[CH:5][C:4]=4[CH:3]=2)=[CH:11][CH:12]=[CH:13][CH:14]=3)=[C:20]([N+:26]([O-:28])=[O:27])[CH:21]=1, predict the reactants needed to synthesize it. The reactants are: B(O)(O)[C:2]1[C:15]2[C:10](=[CH:11][CH:12]=[CH:13][CH:14]=2)[C:9]2[C:4](=[CH:5][CH:6]=[CH:7][CH:8]=2)[CH:3]=1.Br[C:19]1[CH:24]=[CH:23][C:22]([Br:25])=[CH:21][C:20]=1[N+:26]([O-:28])=[O:27].C([O-])([O-])=O.[Na+].[Na+].